Dataset: TCR-epitope binding with 47,182 pairs between 192 epitopes and 23,139 TCRs. Task: Binary Classification. Given a T-cell receptor sequence (or CDR3 region) and an epitope sequence, predict whether binding occurs between them. (1) The epitope is RTLNAWVKV. The TCR CDR3 sequence is CASSLHATGDTGELFF. Result: 0 (the TCR does not bind to the epitope). (2) The epitope is IQYIDIGNY. The TCR CDR3 sequence is CASSYGPLGSYNEQFF. Result: 1 (the TCR binds to the epitope). (3) The epitope is FLPRVFSAV. Result: 1 (the TCR binds to the epitope). The TCR CDR3 sequence is CASSDRPYEQYF. (4) The epitope is LLFGYPVYV. The TCR CDR3 sequence is CASSTNRARDSPLHF. Result: 0 (the TCR does not bind to the epitope). (5) The epitope is ISDYDYYRY. The TCR CDR3 sequence is CASTSFGLLEQFF. Result: 0 (the TCR does not bind to the epitope). (6) Result: 1 (the TCR binds to the epitope). The epitope is PKYVKQNTLKLAT. The TCR CDR3 sequence is CASRQESTEAFF. (7) The epitope is IVTDFSVIK. The TCR CDR3 sequence is CASSRVAGEQYF. Result: 1 (the TCR binds to the epitope). (8) The epitope is SGPLKAEIAQRLED. The TCR CDR3 sequence is CASRTGSISNQPQHF. Result: 1 (the TCR binds to the epitope).